Dataset: hERG potassium channel inhibition data for cardiac toxicity prediction from Karim et al.. Task: Regression/Classification. Given a drug SMILES string, predict its toxicity properties. Task type varies by dataset: regression for continuous values (e.g., LD50, hERG inhibition percentage) or binary classification for toxic/non-toxic outcomes (e.g., AMES mutagenicity, cardiotoxicity, hepatotoxicity). Dataset: herg_karim. The compound is O=C(CNC(=O)c1cccc(C(F)(F)F)c1)NC1CN([C@H]2CC[C@H](c3cnccn3)CC2)C1. The result is 0 (non-blocker).